From a dataset of Full USPTO retrosynthesis dataset with 1.9M reactions from patents (1976-2016). Predict the reactants needed to synthesize the given product. (1) Given the product [ClH:16].[CH:5]1[C:14]2[C:9](=[CH:10][CH:11]=[CH:12][CH:13]=2)[CH:8]=[CH:7][C:6]=1[NH:15][NH2:1], predict the reactants needed to synthesize it. The reactants are: [N:1]([O-])=O.[Na+].[CH:5]1[C:14]2[C:9](=[CH:10][CH:11]=[CH:12][CH:13]=2)[CH:8]=[CH:7][C:6]=1[NH2:15].[Cl:16][Sn]Cl. (2) Given the product [Br:18][CH2:8][C:6]1[CH:7]=[C:2]([F:1])[CH:3]=[CH:4][C:5]=1[O:10][C:11]1[CH:16]=[CH:15][CH:14]=[CH:13][CH:12]=1, predict the reactants needed to synthesize it. The reactants are: [F:1][C:2]1[CH:3]=[CH:4][C:5]([O:10][C:11]2[CH:16]=[CH:15][CH:14]=[CH:13][CH:12]=2)=[C:6]([CH2:8]O)[CH:7]=1.P(Br)(Br)[Br:18].C([O-])(O)=O.[Na+]. (3) Given the product [F:38][C:37]1[CH:36]=[CH:35][CH:34]=[C:33]([F:39])[C:32]=1[O:31][C:27]1[CH:26]=[N:25][N:24]([CH:16]([CH2:17][CH:18]2[CH2:23][CH2:22][O:21][CH2:20][CH2:19]2)[C:15]([NH:14][C:11]2[CH:12]=[CH:13][N:9]([CH2:8][CH2:7][OH:6])[N:10]=2)=[O:40])[C:29](=[O:30])[CH:28]=1, predict the reactants needed to synthesize it. The reactants are: C([Si](C)(C)[O:6][CH2:7][CH2:8][N:9]1[CH:13]=[CH:12][C:11]([NH:14][C:15](=[O:40])[CH:16]([N:24]2[C:29](=[O:30])[CH:28]=[C:27]([O:31][C:32]3[C:37]([F:38])=[CH:36][CH:35]=[CH:34][C:33]=3[F:39])[CH:26]=[N:25]2)[CH2:17][CH:18]2[CH2:23][CH2:22][O:21][CH2:20][CH2:19]2)=[N:10]1)(C)(C)C. (4) Given the product [OH:33][CH2:32][C:25]1[C:26]([S:28]([CH3:31])(=[O:30])=[O:29])=[CH:27][C:21]2[N:6]3[CH2:7][CH2:8][N:9]([C:10]4[N:15]=[C:14]([CH3:16])[C:13]([CH2:17][OH:18])=[CH:12][N:11]=4)[C@H:4]([CH:1]([CH3:2])[CH3:3])[C:5]3=[N:23][C:22]=2[CH:24]=1, predict the reactants needed to synthesize it. The reactants are: [CH:1]([C@H:4]1[N:9]([C:10]2[N:15]=[C:14]([CH3:16])[C:13]([C:17](OC)=[O:18])=[CH:12][N:11]=2)[CH2:8][CH2:7][N:6]2[C:21]3[CH:27]=[C:26]([S:28]([CH3:31])(=[O:30])=[O:29])[C:25]([C:32](OC)=[O:33])=[CH:24][C:22]=3[N:23]=[C:5]12)([CH3:3])[CH3:2].CC(C[AlH]CC(C)C)C.[NH4+].[Cl-]. (5) Given the product [C:1]([NH:5][C:6]([C@@H:8]1[CH2:13][N:12]([NH:14][C:15]([O:17][C:18]([CH3:21])([CH3:20])[CH3:19])=[O:16])[CH2:11][CH2:10][NH:9]1)=[O:7])([CH3:4])([CH3:3])[CH3:2], predict the reactants needed to synthesize it. The reactants are: [C:1]([NH:5][C:6]([C@@H:8]1[CH2:13][N:12]([NH:14][C:15]([O:17][C:18]([CH3:21])([CH3:20])[CH3:19])=[O:16])[CH2:11][CH2:10][N:9]1NC(CC1C=CC=CC=1)=O)=[O:7])([CH3:4])([CH3:3])[CH3:2].[H][H].